This data is from Forward reaction prediction with 1.9M reactions from USPTO patents (1976-2016). The task is: Predict the product of the given reaction. (1) Given the reactants C(O)=O.[NH2:4][CH2:5][CH2:6][C:7]1[CH:33]=[CH:32][C:10]([NH:11][CH:12]2[CH2:17][CH2:16][N:15]([C:18]([NH:20][CH2:21][C:22]3[CH:27]=[CH:26][CH:25]=[CH:24][C:23]=3[C:28]([F:31])([F:30])[F:29])=[O:19])[CH2:14][CH2:13]2)=[CH:9][CH:8]=1.C([Si]([O:51][C:52]1[CH:57]=[CH:56][C:55]([O:58][CH2:59][CH:60]2[CH2:62][O:61]2)=[CH:54][CH:53]=1)(C1C=CC=CC=1)C1C=CC=CC=1)(C)(C)C, predict the reaction product. The product is: [F:30][C:28]([F:31])([F:29])[C:23]1[CH:24]=[CH:25][CH:26]=[CH:27][C:22]=1[CH2:21][NH:20][C:18]([N:15]1[CH2:16][CH2:17][CH:12]([NH:11][C:10]2[CH:9]=[CH:8][C:7]([CH2:6][CH2:5][NH:4][CH2:62][C@H:60]([OH:61])[CH2:59][O:58][C:55]3[CH:56]=[CH:57][C:52]([OH:51])=[CH:53][CH:54]=3)=[CH:33][CH:32]=2)[CH2:13][CH2:14]1)=[O:19]. (2) Given the reactants [OH-].[Na+].O.[CH:4]1([C:10]2[C:15]([C:16]([O:18]C)=[O:17])=[CH:14][N:13]=[C:12]([N:20]3[CH2:25][CH2:24][O:23][CH2:22][CH2:21]3)[N:11]=2)[CH2:9][CH2:8][CH2:7][CH2:6][CH2:5]1.Cl, predict the reaction product. The product is: [CH:4]1([C:10]2[C:15]([C:16]([OH:18])=[O:17])=[CH:14][N:13]=[C:12]([N:20]3[CH2:25][CH2:24][O:23][CH2:22][CH2:21]3)[N:11]=2)[CH2:5][CH2:6][CH2:7][CH2:8][CH2:9]1. (3) Given the reactants [Cl:1][C:2]1[C:7]([O:8][CH2:9][C:10]([N:12]2[CH2:17][CH2:16][C:15]3[N:18]=[C:19]4[S:23][C:22]([CH3:24])=[N:21][N:20]4[C:14]=3[CH:13]2[C:25]2[S:29][CH:28]=[C:27]([C:30]([O:32]C)=[O:31])[CH:26]=2)=[O:11])=[CH:6][CH:5]=[C:4]([N:34]2[CH2:39][CH2:38][O:37][CH2:36][CH2:35]2)[N:3]=1.[OH-].[Na+], predict the reaction product. The product is: [Cl:1][C:2]1[C:7]([O:8][CH2:9][C:10]([N:12]2[CH2:17][CH2:16][C:15]3[N:18]=[C:19]4[S:23][C:22]([CH3:24])=[N:21][N:20]4[C:14]=3[CH:13]2[C:25]2[S:29][CH:28]=[C:27]([C:30]([OH:32])=[O:31])[CH:26]=2)=[O:11])=[CH:6][CH:5]=[C:4]([N:34]2[CH2:35][CH2:36][O:37][CH2:38][CH2:39]2)[N:3]=1. (4) The product is: [CH3:24][N:13]1[CH:14]=[C:15]([C:17]2[CH:18]=[N:19][CH:20]=[CH:21][CH:22]=2)[N:16]=[C:12]1[CH2:11][CH2:10][NH:9][C:7](=[O:8])[O:6][C:2]([CH3:4])([CH3:3])[CH3:5]. Given the reactants [I-].[C:2]([O:6][C:7]([NH:9][CH2:10][CH2:11][C:12]1[N:13]([CH3:24])[CH:14]=[C:15]([C:17]2[CH:18]=[N+:19](C)[CH:20]=[CH:21][CH:22]=2)[N:16]=1)=[O:8])([CH3:5])([CH3:4])[CH3:3].CN1C=CN=C1, predict the reaction product. (5) Given the reactants CC(O)=[O:3].C1C=C(Cl)C=C(C(OO)=O)C=1.[CH3:16][C:17]1[CH:22]=[C:21]([C:23]2[CH:28]=[CH:27][CH:26]=[C:25]([CH3:29])[N:24]=2)[CH:20]=[CH:19][C:18]=1[C:30]1[C:41](=[O:42])[N:40]([CH2:43][C:44]([N:46]2[CH2:51][CH2:50][N:49]([C:52]([O:54][C:55]([CH3:58])([CH3:57])[CH3:56])=[O:53])[CH2:48][CH2:47]2)=[O:45])[C:33]2[N:34]=[C:35]([S:38][CH3:39])[N:36]=[CH:37][C:32]=2[CH:31]=1, predict the reaction product. The product is: [C:55]([O:54][C:52]([N:49]1[CH2:50][CH2:51][N:46]([C:44](=[O:45])[CH2:43][N:40]2[C:33]3[N:34]=[C:35]([S:38]([CH3:39])=[O:3])[N:36]=[CH:37][C:32]=3[CH:31]=[C:30]([C:18]3[CH:19]=[CH:20][C:21]([C:23]4[CH:28]=[CH:27][CH:26]=[C:25]([CH3:29])[N:24]=4)=[CH:22][C:17]=3[CH3:16])[C:41]2=[O:42])[CH2:47][CH2:48]1)=[O:53])([CH3:58])([CH3:57])[CH3:56].